From a dataset of Reaction yield outcomes from USPTO patents with 853,638 reactions. Predict the reaction yield, written as a fraction of the theoretical maximum amount of product (1.0 means a 100% yield; for example, 0.34 means a 34% yield). (1) The reactants are [Br:1][C:2]1[C:3](Cl)=[N:4][C:5]([Cl:8])=[N:6][CH:7]=1.[CH3:10][C:11]1[NH:15][N:14]=[C:13]([NH2:16])[CH:12]=1.C(N(CC)CC)C. The catalyst is CCO. The yield is 0.780. The product is [Br:1][C:2]1[C:3]([NH:16][C:13]2[CH:12]=[C:11]([CH3:10])[NH:15][N:14]=2)=[N:4][C:5]([Cl:8])=[N:6][CH:7]=1. (2) The reactants are [ClH:1].NC1(C2C=CC(C3OC4N=C(N5CCCC5)N(C)C(=O)C=4C=3C3C=CC=CC=3)=CC=2)CCC1.[OH:35][CH:36]1[CH2:41][CH2:40][N:39]([C:42]2[N:43]([CH3:76])[C:44](=[O:75])[C:45]3[C:50]([C:51]4[CH:56]=[CH:55][CH:54]=[CH:53][CH:52]=4)=[C:49]([C:57]4[CH:62]=[CH:61][C:60]([C:63]5([NH:67]C(=O)OC(C)(C)C)[CH2:66][CH2:65][CH2:64]5)=[CH:59][CH:58]=4)[O:48][C:46]=3[N:47]=2)[CH2:38][CH2:37]1. No catalyst specified. The product is [ClH:1].[NH2:67][C:63]1([C:60]2[CH:61]=[CH:62][C:57]([C:49]3[O:48][C:46]4[N:47]=[C:42]([N:39]5[CH2:38][CH2:37][CH:36]([OH:35])[CH2:41][CH2:40]5)[N:43]([CH3:76])[C:44](=[O:75])[C:45]=4[C:50]=3[C:51]3[CH:56]=[CH:55][CH:54]=[CH:53][CH:52]=3)=[CH:58][CH:59]=2)[CH2:66][CH2:65][CH2:64]1. The yield is 0.270. (3) The reactants are [CH3:1][O:2][C:3]1[CH:4]=[C:5](/[CH:9]=[CH:10]/[C:11]([OH:13])=O)[CH:6]=[CH:7][CH:8]=1.C(N(CC)CC)C.C1C=CC(P([N:35]=[N+:36]=[N-:37])(C2C=CC=CC=2)=O)=CC=1. The yield is 0.880. The catalyst is C1C=CC=CC=1. The product is [CH3:1][O:2][C:3]1[CH:4]=[C:5](/[CH:9]=[CH:10]/[C:11]([N:35]=[N+:36]=[N-:37])=[O:13])[CH:6]=[CH:7][CH:8]=1. (4) The reactants are [NH2:1][C:2]1[CH:7]=[CH:6][CH:5]=[CH:4][CH:3]=1.CC1(C)[O:16][C:15](=O)[C:12]2([CH2:14][CH2:13]2)[C:11](=[O:18])[O:10]1. The catalyst is C(O)C. The product is [O:16]=[C:15]1[CH:12]([C:11]([OH:18])=[O:10])[CH2:13][CH2:14][N:1]1[C:2]1[CH:7]=[CH:6][CH:5]=[CH:4][CH:3]=1. The yield is 0.760. (5) The reactants are [H-].[Na+].[CH2:3]([O:10][C:11]1[N:16]=[CH:15][C:14]([OH:17])=[CH:13][CH:12]=1)[C:4]1[CH:9]=[CH:8][CH:7]=[CH:6][CH:5]=1.[CH2:18](Cl)[O:19][CH3:20]. The catalyst is CN(C=O)C. The product is [CH2:3]([O:10][C:11]1[CH:12]=[CH:13][C:14]([O:17][CH2:18][O:19][CH3:20])=[CH:15][N:16]=1)[C:4]1[CH:5]=[CH:6][CH:7]=[CH:8][CH:9]=1. The yield is 0.890. (6) The catalyst is ClCCl. The yield is 0.670. The reactants are [CH2:1]([NH:3][C:4]([NH:6][CH2:7][CH2:8][CH2:9][N:10]1[CH2:14][CH2:13][CH2:12][CH2:11]1)=O)[CH3:2].C(N(CC)CC)C.C1(C)C=CC(S(Cl)(=O)=O)=CC=1. The product is [N:10]1([CH2:9][CH2:8][CH2:7][N:6]=[C:4]=[N:3][CH2:1][CH3:2])[CH2:14][CH2:13][CH2:12][CH2:11]1. (7) The reactants are [C:1]([C:5]1[CH:9]=[C:8]([NH2:10])[N:7]([C:11]2[CH:12]=[C:13]3[C:17](=[CH:18][CH:19]=2)[NH:16][N:15]=[CH:14]3)[N:6]=1)([CH3:4])([CH3:3])[CH3:2].[OH-].[Na+].[CH3:22][C:23]([O:26][C:27](O[C:27]([O:26][C:23]([CH3:25])([CH3:24])[CH3:22])=[O:28])=[O:28])([CH3:25])[CH3:24]. The catalyst is O1CCOCC1. The product is [NH2:10][C:8]1[N:7]([C:11]2[CH:12]=[C:13]3[C:17](=[CH:18][CH:19]=2)[N:16]([C:27]([O:26][C:23]([CH3:25])([CH3:24])[CH3:22])=[O:28])[N:15]=[CH:14]3)[N:6]=[C:5]([C:1]([CH3:4])([CH3:2])[CH3:3])[CH:9]=1. The yield is 0.460. (8) The reactants are [Cl:1][C:2]1[N:10]=[C:9]([Cl:11])[CH:8]=[CH:7][C:3]=1[C:4]([OH:6])=O.N1C(Cl)=NC(Cl)=NC=1Cl.[CH3:21][O:22][C:23]1[CH:29]=[CH:28][C:26]([NH2:27])=[C:25]([N+:30]([O-:32])=[O:31])[CH:24]=1.C(N(CC)CC)C. The catalyst is C(Cl)Cl.C(OCC)(=O)C. The product is [Cl:1][C:2]1[C:3]([C:4]([NH:27][C:26]2[CH:28]=[CH:29][C:23]([O:22][CH3:21])=[CH:24][C:25]=2[N+:30]([O-:32])=[O:31])=[O:6])=[CH:7][CH:8]=[C:9]([Cl:11])[N:10]=1. The yield is 0.220. (9) The reactants are [C:1]([C@@:18]1(C(O)=O)[CH2:22][C@@H:21]([NH2:23])[CH2:20][N:19]1[C:24]([O:26][C:27]([CH3:30])([CH3:29])[CH3:28])=[O:25])([O:3]CC1C2C(=CC=CC=2)C2C1=CC=CC=2)=[O:2]. The catalyst is C(#N)C.N1CCCC1. The product is [NH2:23][CH:21]1[CH2:20][N:19]([C:24]([O:26][C:27]([CH3:28])([CH3:29])[CH3:30])=[O:25])[CH:18]([C:1]([OH:3])=[O:2])[CH2:22]1. The yield is 0.400. (10) The reactants are [Br:1]N1C(=O)CCC1=O.C1(P(C2C=CC=CC=2)C2C=CC=CC=2)C=CC=CC=1.[Br:28][C:29]1[CH:34]=[CH:33][C:32]([CH2:35][O:36][CH2:37][CH2:38]O)=[CH:31][CH:30]=1. The catalyst is C(Cl)Cl.[Al]. The product is [Br:28][C:29]1[CH:34]=[CH:33][C:32]([CH2:35][O:36][CH2:37][CH2:38][Br:1])=[CH:31][CH:30]=1. The yield is 0.490.